Dataset: Blood-brain barrier permeability classification from the B3DB database. Task: Regression/Classification. Given a drug SMILES string, predict its absorption, distribution, metabolism, or excretion properties. Task type varies by dataset: regression for continuous measurements (e.g., permeability, clearance, half-life) or binary classification for categorical outcomes (e.g., BBB penetration, CYP inhibition). Dataset: b3db_classification. The molecule is CN1C[C@@H](CSc2ccccn2)C=C2c3cccc4[nH]cc(c34)C[C@H]21. The result is 1 (penetrates BBB).